Predict which catalyst facilitates the given reaction. From a dataset of Catalyst prediction with 721,799 reactions and 888 catalyst types from USPTO. (1) Reactant: Cl.N1C=CC=CC=1.C[O:9][C:10]1[CH:15]=[CH:14][N:13]=[C:12]([NH:16][C:17]2[CH:24]=[CH:23][C:20]([C:21]#[N:22])=[CH:19][CH:18]=2)[N:11]=1. Product: [OH:9][C:10]1[CH:15]=[CH:14][N:13]=[C:12]([NH:16][C:17]2[CH:24]=[CH:23][C:20]([C:21]#[N:22])=[CH:19][CH:18]=2)[N:11]=1. The catalyst class is: 10. (2) Product: [CH2:1]1[CH:9]2[N:4]([CH2:5][CH2:6][CH:7]([C:10]3[C:18]4[C:13](=[CH:14][CH:15]=[N:16][CH:17]=4)[N:12]([S:29]([C:20]4[CH:21]=[CH:22][C:23]5[C:28](=[CH:27][CH:26]=[CH:25][CH:24]=5)[CH:19]=4)(=[O:31])=[O:30])[CH:11]=3)[CH2:8]2)[CH2:3][CH2:2]1. Reactant: [CH2:1]1[CH:9]2[N:4]([CH2:5][CH2:6][CH:7]([C:10]3[C:18]4[C:13](=[CH:14][CH:15]=[N:16][CH:17]=4)[NH:12][CH:11]=3)[CH2:8]2)[CH2:3][CH2:2]1.[CH:19]1[C:28]2[C:23](=[CH:24][CH:25]=[CH:26][CH:27]=2)[CH:22]=[CH:21][C:20]=1[S:29](Cl)(=[O:31])=[O:30].C[Si]([N-][Si](C)(C)C)(C)C.[Na+]. The catalyst class is: 1. (3) Reactant: [F:1][C:2]1([F:26])[CH2:4][CH:3]1[CH2:5][N:6]1[C:14]2[C:9](=[N:10][C:11]([CH:15]3[CH2:22][CH:18]4[CH2:19][NH:20][CH2:21][CH:17]4[CH2:16]3)=[CH:12][CH:13]=2)[N:8]([CH3:23])[S:7]1(=[O:25])=[O:24].[OH:27][C@H:28]([CH3:32])[C:29](O)=[O:30].CCN(C(C)C)C(C)C.CN(C(ON1N=NC2C=CC=NC1=2)=[N+](C)C)C.F[P-](F)(F)(F)(F)F. Product: [F:26][C:2]1([F:1])[CH2:4][CH:3]1[CH2:5][N:6]1[C:14]2[C:9](=[N:10][C:11]([CH:15]3[CH2:22][CH:18]4[CH2:19][N:20]([C:29](=[O:30])[C@H:28]([OH:27])[CH3:32])[CH2:21][CH:17]4[CH2:16]3)=[CH:12][CH:13]=2)[N:8]([CH3:23])[S:7]1(=[O:25])=[O:24]. The catalyst class is: 10. (4) Reactant: [CH2:1]([NH:11][CH2:12][CH2:13][OH:14])[CH2:2][CH2:3][CH2:4][CH2:5][CH2:6][CH2:7][CH2:8][CH2:9][CH3:10].CCN(CC)CC.[CH3:22][C:23]([O:26][C:27](O[C:27]([O:26][C:23]([CH3:25])([CH3:24])[CH3:22])=[O:28])=[O:28])([CH3:25])[CH3:24]. Product: [CH2:1]([N:11]([CH2:12][CH2:13][OH:14])[C:27](=[O:28])[O:26][C:23]([CH3:25])([CH3:24])[CH3:22])[CH2:2][CH2:3][CH2:4][CH2:5][CH2:6][CH2:7][CH2:8][CH2:9][CH3:10]. The catalyst class is: 2. (5) Reactant: [F:1][C:2]1[CH:25]=[CH:24][C:5]2[C:6]([CH:9]3[CH2:14][CH2:13][N:12]([CH2:15][CH2:16][CH:17]4[CH2:22][CH2:21][CH:20](N)[CH2:19][CH2:18]4)[CH2:11][CH2:10]3)=[N:7][O:8][C:4]=2[CH:3]=1.[CH2:26]([N:28](CC)CC)[CH3:27].C(Cl)(=[O:35])C.C(=O)(O)[O-].[Na+]. Product: [F:1][C:2]1[CH:25]=[CH:24][C:5]2[C:6]([CH:9]3[CH2:14][CH2:13][N:12]([CH2:15][CH2:16][C@H:17]4[CH2:18][CH2:19][C@H:20]([CH2:27][C:26]([NH2:28])=[O:35])[CH2:21][CH2:22]4)[CH2:11][CH2:10]3)=[N:7][O:8][C:4]=2[CH:3]=1. The catalyst class is: 4. (6) Reactant: [CH2:1]([N:4]([C:14]1[CH:19]=[CH:18][C:17]([Cl:20])=[CH:16][C:15]=1[CH:21]([C:23]1[C:32]2[O:31][CH2:30][CH2:29][O:28][C:27]=2[CH:26]=[CH:25][CH:24]=1)[OH:22])[C:5](=[O:13])/[CH:6]=[CH:7]/[C:8]([O:10][CH2:11][CH3:12])=[O:9])[CH:2]=[CH2:3].C(=O)([O-])[O-].[K+].[K+].O. Product: [CH2:1]([N:4]1[C:14]2[CH:19]=[CH:18][C:17]([Cl:20])=[CH:16][C:15]=2[CH:21]([C:23]2[C:32]3[O:31][CH2:30][CH2:29][O:28][C:27]=3[CH:26]=[CH:25][CH:24]=2)[O:22][CH:6]([CH2:7][C:8]([O:10][CH2:11][CH3:12])=[O:9])[C:5]1=[O:13])[CH:2]=[CH2:3]. The catalyst class is: 8. (7) Reactant: [Br:1]Br.[OH:3][C:4]1[CH:5]=[C:6]([CH:11]=[CH:12][CH:13]=1)[C:7]([O:9][CH3:10])=[O:8]. Product: [Br:1][C:11]1[CH:12]=[CH:13][C:4]([OH:3])=[CH:5][C:6]=1[C:7]([O:9][CH3:10])=[O:8]. The catalyst class is: 4. (8) Reactant: [CH2:1]([NH:8][C:9]1[CH:19]=[CH:18][C:12]([C:13]([O:15][CH2:16][CH3:17])=[O:14])=[CH:11][CH:10]=1)[C:2]1[CH:7]=[CH:6][CH:5]=[CH:4][CH:3]=1.[Cl:20][CH2:21][CH2:22][CH2:23][C:24](Cl)=[O:25].C(N(CC)C(C)C)(C)C.Cl. Product: [CH2:1]([N:8]([C:9]1[CH:10]=[CH:11][C:12]([C:13]([O:15][CH2:16][CH3:17])=[O:14])=[CH:18][CH:19]=1)[C:24](=[O:25])[CH2:23][CH2:22][CH2:21][Cl:20])[C:2]1[CH:3]=[CH:4][CH:5]=[CH:6][CH:7]=1. The catalyst class is: 366.